This data is from Catalyst prediction with 721,799 reactions and 888 catalyst types from USPTO. The task is: Predict which catalyst facilitates the given reaction. (1) Reactant: [CH3:1][N:2]1[CH2:7][CH2:6][N:5]([S:8]([C:11]2[CH:16]=[CH:15][C:14]([NH:17][C:18]3[N:23]=[CH:22][C:21]([N+:24]([O-])=O)=[CH:20][N:19]=3)=[CH:13][CH:12]=2)(=[O:10])=[O:9])[CH2:4][CH2:3]1. Product: [CH3:1][N:2]1[CH2:7][CH2:6][N:5]([S:8]([C:11]2[CH:16]=[CH:15][C:14]([NH:17][C:18]3[N:19]=[CH:20][C:21]([NH2:24])=[CH:22][N:23]=3)=[CH:13][CH:12]=2)(=[O:9])=[O:10])[CH2:4][CH2:3]1. The catalyst class is: 5. (2) Reactant: [N:1]1([C:6]2[CH:18]=[CH:17][C:9]3[CH:10]([C:13]([O:15]C)=[O:14])[CH2:11][O:12][C:8]=3[CH:7]=2)[CH:5]=[N:4][N:3]=[N:2]1.O[Li].O. Product: [N:1]1([C:6]2[CH:18]=[CH:17][C:9]3[CH:10]([C:13]([OH:15])=[O:14])[CH2:11][O:12][C:8]=3[CH:7]=2)[CH:5]=[N:4][N:3]=[N:2]1. The catalyst class is: 200.